From a dataset of Drug-target binding data from BindingDB using IC50 measurements. Regression. Given a target protein amino acid sequence and a drug SMILES string, predict the binding affinity score between them. We predict pIC50 (pIC50 = -log10(IC50 in M); higher means more potent). Dataset: bindingdb_ic50. (1) The compound is COc1ccc2nc(C)cc(N3CCC(NC(=O)Nc4ccc(Cl)cc4)CC3)c2c1. The target protein (P0C559) has sequence MAAQKNNAPKEYGADSITILEGLEAVRKRPGMYIGSTGERGLHHLIWEVVDNAVDEAMAGFATRVDVKIHADGSVEVRDDGRGIPVEMHATGMPTIDVVMTQLHAGGKFDGETYAVSGGLHGVGVSVVNALSTRLEATVLRDGYEWFQYYDRSVPGKLKQGGETKETGTTIRFWADPEIFETTDYNFETVARRLQEMAFLNKGLTIELTDERVTAEEVVDDVVKDTAEAPKTADEKAAEATGPSKVKHRVFHYPGGLVDYVKHINRTKTPIQQSIIDFDGKGPGHEVEIAMQWNAGYSESVHTFANTINTHEGGTHEEGFRAALTSVVNRYAKDKKLLKDKDPNLTGDDIREGLAAVISVKVAEPQFEGQTKTKLGNTEVKSFVQKICNEQLQHWFEANPAEAKTVVNKAVSSAQARIAARKARELVRRKSATDIGGLPGKLADCRSTDPSKSELYVVEGDSAGGSAKSGRDSMFQAILPLRGKIINVEKARIDRVLKNT.... The pIC50 is 4.8. (2) The drug is CCCNC(=O)[C@@H](NC(=O)[C@@H]1CCCCN1C(=O)[C@H](CC(=O)O)NC(=O)[C@@H]1CCCN1C(=O)[C@H](CCCCN)NC(=O)C[C@H](C)C1CCCCC1)[C@@H](C)O. The target protein (P79483) has sequence MVCLKLPGGSSLAALTVTLMVLSSRLAFAGDTRPRFLELRKSECHFFNGTERVRYLDRYFHNQEEFLRFDSDVGEYRAVTELGRPVAESWNSQKDLLEQKRGRVDNYCRHNYGVGESFTVQRRVHPQVTVYPAKTQPLQHHNLLVCSVSGFYPGSIEVRWFRNGQEEKAGVVSTGLIQNGDWTFQTLVMLETVPRSGEVYTCQVEHPSVTSALTVEWRARSESAQSKMLSGVGGFVLGLLFLGAGLFIYFRNQKGHSGLQPTGFLS. The pIC50 is 4.8. (3) The small molecule is O=C(CCCCCCc1ccccc1)c1ncno1. The target protein (P23141) has sequence MWLRAFILATLSASAAWGHPSSPPVVDTVHGKVLGKFVSLEGFAQPVAIFLGIPFAKPPLGPLRFTPPQPAEPWSFVKNATSYPPMCTQDPKAGQLLSELFTNRKENIPLKLSEDCLYLNIYTPADLTKKNRLPVMVWIHGGGLMVGAASTYDGLALAAHENVVVVTIQYRLGIWGFFSTGDEHSRGNWGHLDQVAALRWVQDNIASFGGNPGSVTIFGESAGGESVSVLVLSPLAKNLFHRAISESGVALTSVLVKKGDVKPLAEQIAITAGCKTTTSAVMVHCLRQKTEEELLETTLKMKFLSLDLQGDPRESQPLLGTVIDGMLLLKTPEELQAERNFHTVPYMVGINKQEFGWLIPMQLMSYPLSEGQLDQKTAMSLLWKSYPLVCIAKELIPEATEKYLGGTDDTVKKKDLFLDLIADVMFGVPSVIVARNHRDAGAPTYMYEFQYRPSFSSDMKPKTVIGDHGDELFSVFGAPFLKEGASEEEIRLSKMVMKFW.... The pIC50 is 9.1. (4) The compound is CC(C)c1ccc(C(=O)NC(=N)N)cc1S(C)(=O)=O. The target protein (Q9UBY0) has sequence MEPLGNWRSLRAPLPPMLLLLLLQVAGPVGALAETLLNAPRAMGTSSSPPSPASVVAPGTTLFEESRLPVFTLDYPHVQIPFEITLWILLASLAKIGFHLYHKLPTIVPESCLLIMVGLLLGGIIFGVDEKSPPAMKTDVFFLYLLPPIVLDAGYFMPTRPFFENIGTIFWYAVVGTLWNSIGIGVSLFGICQIEAFGLSDITLLQNLLFGSLISAVDPVAVLAVFENIHVNEQLYILVFGESLLNDAVTVVLYNLFKSFCQMKTIETIDVFAGIANFFVVGIGGVLIGIFLGFIAAFTTRFTHNIRVIEPLFVFLYSYLSYITAEMFHLSGIMAITACAMTMNKYVEENVSQKSYTTIKYFMKMLSSVSETLIFIFMGVSTVGKNHEWNWAFVCFTLAFCLMWRALGVFVLTQVINRFRTIPLTFKDQFIIAYGGLRGAICFALVFLLPAAVFPRKKLFITAAIVVIFFTVFILGITIRPLVEFLDVKRSNKKQQAVSE.... The pIC50 is 4.5. (5) The drug is CCOC1OC(=O)[C@@H]2[C@H]3CC[C@H](O3)[C@H]12. The target protein sequence is DDDVAEADIISTVEFNHCGELLATGDKGGRVVIFQQEQENKIQSHSRGEYNVYSTFQSHEPEFDYLKSLEIEEKINKIRWLPQKNAAQFLLSTNDKTIKLWKISERDKRPEGYNLKEEDGRYRDPTTVTTLRVPVFRPMDLMVEASPRRIFANAHTYHINSISINSDYETYLSADDLRINLWHLEITDRSFNIVDIKPANMEELTEVITAAEFHPNSCNTFVYSSSKGTIRLCDMRASALCDRHSKLFEEPEDPSNRSFFSEIISSISDVKFSHSGRYMMTRDYLSVKIWDLNMENRPVETYQVHEYLRSKLCSLYENDCIFDKFECCWNGSDSVVMTGSYNNFFRMFDRNTKRDITLEASRENNKPRTVLKPRKVCASGKRKKDEISVDSLDFNKKILHHAWHPKENIIAVATTNNLYIFQDKMN. The pIC50 is 4.3. (6) The small molecule is CCCCCCc1c(C(=O)C(C)(C)CCC(=O)O)c2cc(Cl)ccc2n1C. The target protein (Q8TDS5) has sequence MLCHRGGQLIVPIIPLCPEHSCRGRRLQNLLSGPWPKQPMELHNLSSPSPSLSSSVLPPSFSPSPSSAPSAFTTVGGSSGGPCHPTSSSLVSAFLAPILALEFVLGLVGNSLALFIFCIHTRPWTSNTVFLVSLVAADFLLISNLPLRVDYYLLHETWRFGAAACKVNLFMLSTNRTASVVFLTAIALNRYLKVVQPHHVLSRASVGAAARVAGGLWVGILLLNGHLLLSTFSGPSCLSYRVGTKPSASLRWHQALYLLEFFLPLALILFAIVSIGLTIRNRGLGGQAGPQRAMRVLAMVVAVYTICFLPSIIFGMASMVAFWLSACRSLDLCTQLFHGSLAFTYLNSVLDPVLYCFSSPNFLHQSRALLGLTRGRQGPVSDESSYQPSRQWRYREASRKAEAIGKLKVQGEVSLEKEGSSQG. The pIC50 is 5.1. (7) The drug is O=C(O[C@@H]1Cc2c(O)cc(O)cc2O[C@@H]1c1cc(O)c(O)c(O)c1)c1cc(O)c(O)c(O)c1. The target protein (Q13526) has sequence MADEEKLPPGWEKRMSRSSGRVYYFNHITNASQWERPSGNSSSGGKNGQGEPARVRCSHLLVKHSQSRRPSSWRQEKITRTKEEALELINGYIQKIKSGEEDFESLASQFSDCSSAKARGDLGAFSRGQMQKPFEDASFALRTGEMSGPVFTDSGIHIILRTE. The pIC50 is 4.7. (8) The small molecule is O=S(=O)(c1cccc2cnccc12)N1CCCNCC1. The target protein sequence is MGNAAAAKKGSEQESVKEFLAKAKEDFLKKWENPAQNTAHLDQFERIKTLGTGSFGRVMLVKHMETGNHYAMKILDKQKVVKLKQIEHTLNEKRILQAVNFPFLVKLEFSFKDNSNLYMVMEYVPGGEMFSHLRRIGRFSEPHARFYAAQIVLTFEYLHSLDLIYRDLKPENLLIDQQGYIQVADFGFAKRVKGRTWTLCGTPEYLAPEIILSKGYNKAVDWWALGVLIYEMAAGYPPFFADQPIQIYEKIVSGKVRFPSHFSSDLKDLLRNLLQVDLTKRFGNLKNGVNDIKNHKWFATTDWIAIYQRKVEAPFIPKFKGPGDTSNFDDYEEEEIRVSINEKCGKEFSEF. The pIC50 is 6.2. (9) The small molecule is COc1cc(/C=C2\SC(=S)N(CCC(=O)O)C2=O)cc(OC)c1. The target protein (Q9NYV8) has sequence MGGVIKSIFTFVLIVEFIIGNLGNSFIALVNCIDWVKGRKISSVDRILTALAISRISLVWLIFGSWCVSVFFPALFATEKMFRMLTNIWTVINHFSVWLATGLGTFYFLKIANFSNSIFLYLKWRVKKVVLVLLLVTSVFLFLNIALINIHINASINGYRRNKTCSSDSSNFTRFSSLIVLTSTVFIFIPFTLSLAMFLLLIFSMWKHRKKMQHTVKISGDASTKAHRGVKSVITFFLLYAIFSLSFFISVWTSERLEENLIILSQVMGMAYPSCHSCVLILGNKKLRQASLSVLLWLRYMFKDGEPSGHKEFRESS. The pIC50 is 5.3. (10) The pIC50 is 2.4. The small molecule is O[C@H]1[C@H](O)[C@@H](CN(CC2CCCCC2)CC2CCCCC2)O[C@@H]1/C=C/[C@H]1O[C@H](CN(CC2CCCCC2)CC2CCCCC2)[C@@H](O)[C@@H]1O. The target protein (P9WNL9) has sequence MPHDGNERSHRIARLAAVVSGIAGLLLCGIVPLLPVNQTTATIFWPQGSTADGNITQITAPLVSGAPRALDISIPCSAIATLPANGGLVLSTLPAGGVDTGKAGLFVRANQDTVVVAFRDSVAAVAARSTIAAGGCSALHIWADTGGAGADFMGIPGGAGTLPPEKKPQVGGIFTDLKVGAQPGLSARVDIDTRFITTPGALKKAVMLLGVLAVLVAMVGLAALDRLSRGRTLRDWLTRYRPRVRVGFASRLADAAVIATLLLWHVIGATSSDDGYLLTVARVAPKAGYVANYYRYFGTTEAPFDWYTSVLAQLAAVSTAGVWMRLPATLAGIACWLIVSRFVLRRLGPGPGGLASNRVAVFTAGAVFLSAWLPFNNGLRPEPLIALGVLVTWVLVERSIALGRLAPAAVAIIVATLTATLAPQGLIALAPLLTGARAIAQRIRRRRATDGLLAPLAVLAAALSLITVVVFRDQTLATVAESARIKYKVGPTIAWYQDFL....